Dataset: Full USPTO retrosynthesis dataset with 1.9M reactions from patents (1976-2016). Task: Predict the reactants needed to synthesize the given product. The reactants are: [Cl:1][C:2]1[CH:29]=[CH:28][C:5]([CH2:6][NH:7][C:8]([C:10]2[C:11](=[O:27])[C:12]3[C:13]4[N:14]([CH:26]=2)[CH2:15][C:16](=[O:25])[N:17]([CH3:24])[C:18]=4[CH:19]=[C:20]([CH2:22]Cl)[CH:21]=3)=[O:9])=[CH:4][CH:3]=1.[O:30]1[C:34]2[CH:35]=[CH:36][CH:37]=[CH:38][C:33]=2[CH:32]=[C:31]1[CH:39]([OH:43])[CH2:40][NH:41][CH3:42].CN(C=O)C.C(N(C(C)C)CC)(C)C. Given the product [O:30]1[C:34]2[CH:35]=[CH:36][CH:37]=[CH:38][C:33]=2[CH:32]=[C:31]1[CH:39]([OH:43])[CH2:40][N:41]([CH2:22][C:20]1[CH:21]=[C:12]2[C:11](=[O:27])[C:10]([C:8]([NH:7][CH2:6][C:5]3[CH:4]=[CH:3][C:2]([Cl:1])=[CH:29][CH:28]=3)=[O:9])=[CH:26][N:14]3[CH2:15][C:16](=[O:25])[N:17]([CH3:24])[C:18]([CH:19]=1)=[C:13]23)[CH3:42], predict the reactants needed to synthesize it.